This data is from Full USPTO retrosynthesis dataset with 1.9M reactions from patents (1976-2016). The task is: Predict the reactants needed to synthesize the given product. (1) Given the product [Cl:1][C:2]1[CH:7]=[CH:6][CH:5]=[CH:4][C:3]=1[C:8]1[CH:13]=[CH:12][N:11]=[CH:10][C:9]=1[N:14]([CH2:15][CH2:16][S:17]([CH3:20])(=[O:19])=[O:18])[C:28](=[O:29])[C:27]1[CH:31]=[C:32]([C:34]([F:37])([F:35])[F:36])[CH:33]=[C:25]([S:22]([CH3:21])(=[O:24])=[O:23])[CH:26]=1, predict the reactants needed to synthesize it. The reactants are: [Cl:1][C:2]1[CH:7]=[CH:6][CH:5]=[CH:4][C:3]=1[C:8]1[CH:13]=[CH:12][N:11]=[CH:10][C:9]=1[NH:14][CH2:15][CH2:16][S:17]([CH3:20])(=[O:19])=[O:18].[CH3:21][S:22]([C:25]1[CH:26]=[C:27]([CH:31]=[C:32]([C:34]([F:37])([F:36])[F:35])[CH:33]=1)[C:28](O)=[O:29])(=[O:24])=[O:23]. (2) Given the product [NH2:1][C:2]1[CH:3]=[C:4]([CH:8]=[CH:9][C:10]=1[Cl:11])[C:5]([O:7][CH2:12][CH3:13])=[O:6], predict the reactants needed to synthesize it. The reactants are: [NH2:1][C:2]1[CH:3]=[C:4]([CH:8]=[CH:9][C:10]=1[Cl:11])[C:5]([OH:7])=[O:6].[CH2:12](O)[CH3:13]. (3) Given the product [C:22]1([CH:3]2[C:2]3=[N:29][NH:30][C:12](=[O:14])[C:10]4[CH:9]=[CH:8][CH:7]=[C:6]([C:11]=43)[NH:5][CH:4]2[C:16]2[CH:21]=[CH:20][CH:19]=[CH:18][N:17]=2)[CH:23]=[CH:24][CH:25]=[CH:26][CH:27]=1, predict the reactants needed to synthesize it. The reactants are: O=[C:2]1[C:11]2[C:10]([C:12]([O:14]C)=O)=[CH:9][CH:8]=[CH:7][C:6]=2[NH:5][CH:4]([C:16]2[CH:21]=[CH:20][CH:19]=[CH:18][N:17]=2)[CH:3]1[C:22]1[CH:27]=[CH:26][CH:25]=[CH:24][CH:23]=1.O.[NH2:29][NH2:30]. (4) Given the product [NH2:1][C:2]1[N:7]=[C:6]([O:8][C@H:9]([C:14]2[CH:19]=[CH:18][C:17]([Cl:20])=[CH:16][C:15]=2[N:21]2[CH:25]=[CH:24][C:23]([CH3:26])=[N:22]2)[C:10]([F:12])([F:11])[F:13])[N:5]=[C:4]([N:27]2[CH2:28][CH2:29][C:30]3([CH2:34][NH:33][CH:32]([C:35]([OH:37])=[O:36])[CH2:31]3)[CH2:40][CH2:41]2)[N:3]=1, predict the reactants needed to synthesize it. The reactants are: [NH2:1][C:2]1[N:7]=[C:6]([O:8][C@H:9]([C:14]2[CH:19]=[CH:18][C:17]([Cl:20])=[CH:16][C:15]=2[N:21]2[CH:25]=[CH:24][C:23]([CH3:26])=[N:22]2)[C:10]([F:13])([F:12])[F:11])[N:5]=[C:4]([N:27]2[CH2:41][CH2:40][C:30]3([CH2:34][NH:33][CH:32]([C:35]([O:37]CC)=[O:36])[CH2:31]3)[CH2:29][CH2:28]2)[N:3]=1.[Li+].[OH-]. (5) Given the product [ClH:15].[CH3:17][O:11][C:10](=[O:12])[CH2:9][CH2:8][CH2:7][CH:4]1[CH2:5][CH2:6][NH:1][CH2:2][CH2:3]1, predict the reactants needed to synthesize it. The reactants are: [NH:1]1[CH2:6][CH2:5][CH:4]([CH2:7][CH2:8][CH2:9][C:10]([OH:12])=[O:11])[CH2:3][CH2:2]1.S(Cl)([Cl:15])=O.[CH3:17]O. (6) Given the product [C:1]([C:3]1[CH:29]=[CH:28][C:6]([O:7][CH2:8][C:9]2[CH:14]=[CH:13][C:12]([CH:15]3[CH2:16][CH2:17][N:18]([C:21]4[N:37]=[CH:38][C:33]([CH2:31][CH3:32])=[CH:34][N:35]=4)[CH2:19][CH2:20]3)=[CH:11][N:10]=2)=[CH:5][C:4]=1[F:30])#[N:2], predict the reactants needed to synthesize it. The reactants are: [C:1]([C:3]1[CH:29]=[CH:28][C:6]([O:7][CH2:8][C:9]2[CH:14]=[CH:13][C:12]([CH:15]3[CH2:20][CH2:19][N:18]([C:21](OC(C)(C)C)=O)[CH2:17][CH2:16]3)=[CH:11][N:10]=2)=[CH:5][C:4]=1[F:30])#[N:2].[CH2:31]([C:33]1[CH:34]=[N:35]C(Br)=[N:37][CH:38]=1)[CH3:32]. (7) The reactants are: Br[C:2]1[CH:16]=[CH:15][C:5]([CH2:6][O:7][Si:8]([C:11]([CH3:14])([CH3:13])[CH3:12])([CH3:10])[CH3:9])=[CH:4][CH:3]=1.[F:17][C:18]([F:25])([F:24])[C@@H:19]1[CH2:23][CH2:22][CH2:21][NH:20]1.CC(C)([O-])C.[Na+].C(OCC)(=O)C. Given the product [Si:8]([O:7][CH2:6][C:5]1[CH:15]=[CH:16][C:2]([N:20]2[CH2:21][CH2:22][CH2:23][C@H:19]2[C:18]([F:25])([F:24])[F:17])=[CH:3][CH:4]=1)([C:11]([CH3:14])([CH3:13])[CH3:12])([CH3:10])[CH3:9], predict the reactants needed to synthesize it.